From a dataset of Forward reaction prediction with 1.9M reactions from USPTO patents (1976-2016). Predict the product of the given reaction. The product is: [F:13][C:14]1[CH:21]=[CH:20][C:19]([F:22])=[CH:18][C:15]=1[CH:16]([OH:17])[C:7]1[CH:8]=[N:9][CH:10]=[CH:11][CH:12]=1. Given the reactants C([Mg]Cl)(C)C.Br[C:7]1[CH:8]=[N:9][CH:10]=[CH:11][CH:12]=1.[F:13][C:14]1[CH:21]=[CH:20][C:19]([F:22])=[CH:18][C:15]=1[CH:16]=[O:17].[Cl-].[NH4+], predict the reaction product.